From a dataset of Peptide-MHC class I binding affinity with 185,985 pairs from IEDB/IMGT. Regression. Given a peptide amino acid sequence and an MHC pseudo amino acid sequence, predict their binding affinity value. This is MHC class I binding data. (1) The peptide sequence is HAEIESATL. The MHC is HLA-A26:01 with pseudo-sequence HLA-A26:01. The binding affinity (normalized) is 0.0847. (2) The peptide sequence is NTLISSDGAR. The binding affinity (normalized) is 0.833. The MHC is HLA-A68:01 with pseudo-sequence HLA-A68:01. (3) The MHC is HLA-B51:01 with pseudo-sequence HLA-B51:01. The binding affinity (normalized) is 0. The peptide sequence is SDYLELDTI.